From a dataset of Peptide-MHC class I binding affinity with 185,985 pairs from IEDB/IMGT. Regression. Given a peptide amino acid sequence and an MHC pseudo amino acid sequence, predict their binding affinity value. This is MHC class I binding data. (1) The peptide sequence is RPMTYKAAL. The MHC is HLA-B35:03 with pseudo-sequence HLA-B35:03. The binding affinity (normalized) is 0.212. (2) The peptide sequence is IPHDLMELI. The MHC is HLA-B53:01 with pseudo-sequence HLA-B53:01. The binding affinity (normalized) is 0.827.